From a dataset of Peptide-MHC class II binding affinity with 134,281 pairs from IEDB. Regression. Given a peptide amino acid sequence and an MHC pseudo amino acid sequence, predict their binding affinity value. This is MHC class II binding data. The peptide sequence is NPRLCTKEEFIAKVR. The MHC is DRB5_0101 with pseudo-sequence DRB5_0101. The binding affinity (normalized) is 0.644.